From a dataset of Full USPTO retrosynthesis dataset with 1.9M reactions from patents (1976-2016). Predict the reactants needed to synthesize the given product. (1) The reactants are: C([O:8][C:9]1[C:10]([CH3:24])=[C:11]([CH3:23])[C:12]([N:16]2[CH2:21][CH2:20][N:19]([CH3:22])[CH2:18][CH2:17]2)=[N:13][C:14]=1[CH3:15])C1C=CC=CC=1. Given the product [CH3:15][C:14]1[C:9]([OH:8])=[C:10]([CH3:24])[C:11]([CH3:23])=[C:12]([N:16]2[CH2:21][CH2:20][N:19]([CH3:22])[CH2:18][CH2:17]2)[N:13]=1, predict the reactants needed to synthesize it. (2) Given the product [Cl:15][C:16]1[C:24]([C:25]([F:27])([F:28])[F:26])=[CH:23][CH:22]=[CH:21][C:17]=1[C:18]([N:5]1[CH2:6][CH2:7][C:8]2[NH:12][CH:11]=[N:10][C:9]=2[CH:4]1[C:3]([F:2])([F:13])[F:14])=[O:19], predict the reactants needed to synthesize it. The reactants are: Cl.[F:2][C:3]([F:14])([F:13])[CH:4]1[C:9]2[N:10]=[CH:11][NH:12][C:8]=2[CH2:7][CH2:6][NH:5]1.[Cl:15][C:16]1[C:24]([C:25]([F:28])([F:27])[F:26])=[CH:23][CH:22]=[CH:21][C:17]=1[C:18](O)=[O:19].CN(C(ON1N=NC2C=CC=NC1=2)=[N+](C)C)C.F[P-](F)(F)(F)(F)F.CCN(C(C)C)C(C)C. (3) Given the product [C:24]([O:23][C:21]([N:9]1[CH2:8][CH:7]([OH:10])[CH2:6][CH2:5][CH:4]1[CH3:3])=[O:20])([CH3:27])([CH3:26])[CH3:25], predict the reactants needed to synthesize it. The reactants are: Cl.O[CH2:3][C:4]1[N:9]=[CH:8][C:7]([OH:10])=[CH:6][CH:5]=1.CCN(C(C)C)C(C)C.[O:20](C(OC(C)(C)C)=O)[C:21]([O:23][C:24]([CH3:27])([CH3:26])[CH3:25])=O. (4) Given the product [CH3:31][C:32]([CH3:39])([CH2:35][CH2:36][CH:37]=[CH2:38])[CH2:33][O:34][C:5]([NH:19][C@@H:20]([C:24]1([CH3:30])[CH2:29][CH2:28][CH2:27][CH2:26][CH2:25]1)[C:21]([OH:23])=[O:22])=[O:6], predict the reactants needed to synthesize it. The reactants are: CC(C)(C)[C@@H](C(O)=O)N[C:5](OCCCC=C)=[O:6].Cl.[NH2:19][C@@H:20]([C:24]1([CH3:30])[CH2:29][CH2:28][CH2:27][CH2:26][CH2:25]1)[C:21]([OH:23])=[O:22].[CH3:31][C:32]([CH3:39])([CH2:35][CH2:36][CH:37]=[CH2:38])[CH2:33][OH:34]. (5) Given the product [NH2:33][C:27]1[CH:26]=[C:25]([CH:30]=[CH:29][C:28]=1[C:31]#[N:32])[C:24]([NH:23][C:3]1[C:4]([CH2:21][CH3:22])=[CH:5][C:6]([C:8]([F:20])([C:16]([F:17])([F:18])[F:19])[C:9]([F:14])([F:15])[C:10]([F:12])([F:13])[F:11])=[CH:7][C:2]=1[Br:1])=[O:36], predict the reactants needed to synthesize it. The reactants are: [Br:1][C:2]1[CH:7]=[C:6]([C:8]([F:20])([C:16]([F:19])([F:18])[F:17])[C:9]([F:15])([F:14])[C:10]([F:13])([F:12])[F:11])[CH:5]=[C:4]([CH2:21][CH3:22])[C:3]=1[NH:23][C:24](=[O:36])[C:25]1[CH:30]=[CH:29][C:28]([C:31]#[N:32])=[C:27]([N+:33]([O-])=O)[CH:26]=1.[OH-].[Na+].S([O-])(O)=O.[Na+].